Dataset: Full USPTO retrosynthesis dataset with 1.9M reactions from patents (1976-2016). Task: Predict the reactants needed to synthesize the given product. (1) Given the product [NH2:43][C@@H:34]([CH2:35][CH2:36][C:37]1[CH:42]=[CH:41][CH:40]=[CH:39][CH:38]=1)[C:32]([NH:31][C@@H:8]([CH2:1][C:2]1[CH:7]=[CH:6][CH:5]=[CH:4][CH:3]=1)[C:9]([NH:11][C@H:12]([B:18]1[O:22][C@@H:21]2[CH2:23][C@@H:24]3[CH2:27][C@H:26]([C@:20]2([CH3:30])[O:19]1)[C:25]3([CH3:28])[CH3:29])[CH2:13][CH:14]1[CH2:17][CH2:16][CH2:15]1)=[O:10])=[O:33], predict the reactants needed to synthesize it. The reactants are: [CH2:1]([C@H:8]([NH:31][C:32]([C@@H:34]([NH:43]C(=O)OC(C)(C)C)[CH2:35][CH2:36][C:37]1[CH:42]=[CH:41][CH:40]=[CH:39][CH:38]=1)=[O:33])[C:9]([NH:11][C@H:12]([B:18]1[O:22][C@@H:21]2[CH2:23][C@@H:24]3[CH2:27][C@H:26]([C@:20]2([CH3:30])[O:19]1)[C:25]3([CH3:29])[CH3:28])[CH2:13][CH:14]1[CH2:17][CH2:16][CH2:15]1)=[O:10])[C:2]1[CH:7]=[CH:6][CH:5]=[CH:4][CH:3]=1.C(Cl)Cl.Cl.O1CCOCC1. (2) Given the product [Cl:7][C:8]1[C:9]([I:17])=[C:10]([CH:14]=[CH:15][CH:16]=1)[C:11]([N:3]([O:4][CH3:5])[CH3:2])=[O:12], predict the reactants needed to synthesize it. The reactants are: Cl.[CH3:2][N:3](C)[O:4][CH3:5].[Cl:7][C:8]1[C:9]([I:17])=[C:10]([CH:14]=[CH:15][CH:16]=1)[C:11](Cl)=[O:12].C(N(CC)CC)C.O.